From a dataset of Catalyst prediction with 721,799 reactions and 888 catalyst types from USPTO. Predict which catalyst facilitates the given reaction. (1) Reactant: Br[C:2]1[C:10]2[C:9]([NH:11][C@H:12]([C:14]3[N:19]([C:20]4[CH:25]=[CH:24][CH:23]=[CH:22][CH:21]=4)[C:18](=[O:26])[C:17]4=[C:27]([CH3:30])[CH:28]=[CH:29][N:16]4[N:15]=3)[CH3:13])=[N:8][CH:7]=[N:6][C:5]=2[N:4]([CH2:31][O:32][CH2:33][CH2:34][Si:35]([CH3:38])([CH3:37])[CH3:36])[CH:3]=1.[NH2:39][C:40]1[CH:41]=[C:42]([OH:55])[CH:43]=[C:44](B2OC(C)(C)C(C)(C)O2)[CH:45]=1.C(=O)([O-])[O-].[Na+].[Na+]. Product: [NH2:39][C:40]1[CH:45]=[C:44]([C:2]2[C:10]3[C:9]([NH:11][C@H:12]([C:14]4[N:19]([C:20]5[CH:25]=[CH:24][CH:23]=[CH:22][CH:21]=5)[C:18](=[O:26])[C:17]5=[C:27]([CH3:30])[CH:28]=[CH:29][N:16]5[N:15]=4)[CH3:13])=[N:8][CH:7]=[N:6][C:5]=3[N:4]([CH2:31][O:32][CH2:33][CH2:34][Si:35]([CH3:38])([CH3:37])[CH3:36])[CH:3]=2)[CH:43]=[C:42]([OH:55])[CH:41]=1. The catalyst class is: 149. (2) Reactant: Cl.[Cl:2][C:3]1[CH:8]=[CH:7][CH:6]=[CH:5][C:4]=1[C@H:9]([C:17]1[S:18][C:19]2[C:25]([C:26]3[CH:31]=[C:30]([C:32]([OH:41])([C:37]([F:40])([F:39])[F:38])[C:33]([F:36])([F:35])[F:34])[CH:29]=[CH:28][N:27]=3)=[CH:24][CH:23]=[CH:22][C:20]=2[CH:21]=1)[NH:10][S@](C(C)(C)C)=O. Product: [ClH:2].[NH2:10][C@H:9]([C:4]1[CH:5]=[CH:6][CH:7]=[CH:8][C:3]=1[Cl:2])[C:17]1[S:18][C:19]2[C:25]([C:26]3[CH:31]=[C:30]([C:32]([OH:41])([C:33]([F:34])([F:35])[F:36])[C:37]([F:38])([F:39])[F:40])[CH:29]=[CH:28][N:27]=3)=[CH:24][CH:23]=[CH:22][C:20]=2[CH:21]=1. The catalyst class is: 28. (3) Reactant: [F:1][C:2]1[CH:21]=[CH:20][C:5]([C:6]([C:8]2[CH:13]=[CH:12][CH:11]=[C:10]([C:14]#[C:15]C(O)(C)C)[CH:9]=2)=[O:7])=[CH:4][CH:3]=1.[OH-].[Na+]. The catalyst class is: 11. Product: [C:14]([C:10]1[CH:9]=[C:8]([CH:13]=[CH:12][CH:11]=1)[C:6]([C:5]1[CH:20]=[CH:21][C:2]([F:1])=[CH:3][CH:4]=1)=[O:7])#[CH:15]. (4) Reactant: [CH2:1]([O:3][C:4]([C:6]1[CH:10]=[C:9]([C:11]2[CH:16]=[CH:15][CH:14]=[CH:13][CH:12]=2)[N:8]([NH2:17])[C:7]=1[C:18]1[C:27]2[C:22](=[CH:23][CH:24]=[CH:25][CH:26]=2)[CH:21]=[CH:20][CH:19]=1)=[O:5])[CH3:2].[C:28]1([C:34]2[N:35]([N:45]=[C:46]([CH3:50])[C:47](=O)[CH3:48])[C:36]([C:39]3[CH:44]=[CH:43][CH:42]=[CH:41][CH:40]=3)=[CH:37][CH:38]=2)[CH:33]=[CH:32][CH:31]=[CH:30][CH:29]=1.C1(C)C=CC(S(O)(=O)=O)=CC=1.S(NN)(C1C=CC(C)=CC=1)(=O)=O. Product: [CH2:1]([O:3][C:4]([C:6]1[CH:10]=[C:9]([C:11]2[CH:12]=[CH:13][CH:14]=[CH:15][CH:16]=2)[N:8]([N:17]=[C:47]([CH3:48])[C:46](=[N:45][N:35]2[C:34]([C:28]3[CH:33]=[CH:32][CH:31]=[CH:30][CH:29]=3)=[CH:38][CH:37]=[C:36]2[C:39]2[CH:44]=[CH:43][CH:42]=[CH:41][CH:40]=2)[CH3:50])[C:7]=1[C:18]1[C:27]2[C:22](=[CH:23][CH:24]=[CH:25][CH:26]=2)[CH:21]=[CH:20][CH:19]=1)=[O:5])[CH3:2]. The catalyst class is: 93.